Task: Predict the reactants needed to synthesize the given product.. Dataset: Full USPTO retrosynthesis dataset with 1.9M reactions from patents (1976-2016) (1) Given the product [F:1][C:2]1[C:3]([C:9]2[CH:14]=[C:13]([NH:15][C:16]3[C:17]4[C:18](=[CH:22][N:23]([CH2:26][CH2:27][OH:28])[N:24]=4)[N:19]=[CH:20][CH:21]=3)[CH:12]=[CH:11][N:10]=2)=[N:4][C:5]([CH3:8])=[CH:6][CH:7]=1, predict the reactants needed to synthesize it. The reactants are: [F:1][C:2]1[C:3]([C:9]2[CH:14]=[C:13]([NH:15][C:16]3[C:17]4[C:18](=[CH:22][NH:23][N:24]=4)[N:19]=[CH:20][CH:21]=3)[CH:12]=[CH:11][N:10]=2)=[N:4][C:5]([CH3:8])=[CH:6][CH:7]=1.Br[CH2:26][CH2:27][OH:28].C(=O)([O-])[O-].[Cs+].[Cs+]. (2) Given the product [CH3:1][O:2][CH:3]1[CH2:4][CH2:5][N:6]([C:9]2[N:14]=[C:13]([NH:15][C:16]3[N:21]=[CH:20][C:19]4[N:22]=[C:23]([CH3:35])[N:24]([CH:25]([C:27]5[CH:28]=[CH:29][C:30]([C:31]([NH2:32])=[O:38])=[CH:33][CH:34]=5)[CH3:26])[C:18]=4[CH:17]=3)[CH:12]=[CH:11][N:10]=2)[CH2:7][CH2:8]1, predict the reactants needed to synthesize it. The reactants are: [CH3:1][O:2][CH:3]1[CH2:8][CH2:7][N:6]([C:9]2[N:14]=[C:13]([NH:15][C:16]3[N:21]=[CH:20][C:19]4[N:22]=[C:23]([CH3:35])[N:24]([CH:25]([C:27]5[CH:34]=[CH:33][C:30]([C:31]#[N:32])=[CH:29][CH:28]=5)[CH3:26])[C:18]=4[CH:17]=3)[CH:12]=[CH:11][N:10]=2)[CH2:5][CH2:4]1.Cl.C(O)=[O:38].